From a dataset of Forward reaction prediction with 1.9M reactions from USPTO patents (1976-2016). Predict the product of the given reaction. The product is: [CH3:7][N:8](/[CH:9]=[C:2](\[CH2:3][CH2:4][CH3:5])/[C:1]#[N:6])[CH3:11]. Given the reactants [C:1](#[N:6])[CH2:2][CH2:3][CH2:4][CH3:5].[CH3:7][N:8]([CH3:11])[CH:9]=O.C(OC(N(C)C)N(C)C)(C)(C)C, predict the reaction product.